This data is from Full USPTO retrosynthesis dataset with 1.9M reactions from patents (1976-2016). The task is: Predict the reactants needed to synthesize the given product. (1) Given the product [F:1][C:2]([F:18])([F:17])[C:3]1[CH:8]=[CH:7][C:6]([C:9]2[CH:16]=[CH:15][C:12]([C:13]#[N:38])=[CH:11][CH:10]=2)=[CH:5][CH:4]=1, predict the reactants needed to synthesize it. The reactants are: [F:1][C:2]([F:18])([F:17])[C:3]1[CH:8]=[CH:7][C:6]([C:9]2[CH:16]=[CH:15][C:12]([CH:13]=O)=[CH:11][CH:10]=2)=[CH:5][CH:4]=1.FC(F)(F)C1C=CC(B(O)O)=CC=1.BrC1C=CC(C#[N:38])=CC=1. (2) The reactants are: [CH2:1]([O:4][N:5]([C@H:18]1[CH2:23][NH:22][C@H:21]([C:24]([NH2:26])=[O:25])[CH:20]=[C:19]1[CH:27]1[CH2:29][CH2:28]1)S(C1C=CC=CC=1[N+]([O-])=O)(=O)=O)[CH:2]=[CH2:3].C(ON[C@H]1CN[C@@H](C(N)=O)C=C1C)C=C. Given the product [CH2:1]([O:4][NH:5][CH:18]1[CH2:23][NH:22][C@@H:21]([C:24]([NH2:26])=[O:25])[CH:20]=[C:19]1[CH:27]1[CH2:28][CH2:29]1)[CH:2]=[CH2:3], predict the reactants needed to synthesize it.